This data is from Catalyst prediction with 721,799 reactions and 888 catalyst types from USPTO. The task is: Predict which catalyst facilitates the given reaction. (1) Reactant: [N:1]1[CH:6]=[CH:5][C:4]([CH2:7][CH2:8][CH2:9][OH:10])=[CH:3][CH:2]=1.[C:11]([O:15][C:16]([CH3:19])([CH3:18])[CH3:17])(=[O:14])[CH:12]=[CH2:13]. Product: [N:1]1[CH:6]=[CH:5][C:4]([CH2:7][CH2:8][CH2:9][O:10][CH2:13][CH2:12][C:11]([O:15][C:16]([CH3:19])([CH3:18])[CH3:17])=[O:14])=[CH:3][CH:2]=1. The catalyst class is: 5. (2) Product: [ClH:34].[OH:1][C@H:2]([CH2:32][OH:33])[CH2:3][N:4]1[CH2:10][CH2:9][C:8]2[CH:11]=[CH:12][C:13]([C:15]3[N:19]=[C:18]([C:20]4[CH:21]=[C:22]([C:30]#[N:31])[C:23]([NH:26][CH2:27][CH2:28][CH3:29])=[N:24][CH:25]=4)[O:17][N:16]=3)=[CH:14][C:7]=2[CH2:6][CH2:5]1. Reactant: [OH:1][C@H:2]([CH2:32][OH:33])[CH2:3][N:4]1[CH2:10][CH2:9][C:8]2[CH:11]=[CH:12][C:13]([C:15]3[N:19]=[C:18]([C:20]4[CH:21]=[C:22]([C:30]#[N:31])[C:23]([NH:26][CH2:27][CH2:28][CH3:29])=[N:24][CH:25]=4)[O:17][N:16]=3)=[CH:14][C:7]=2[CH2:6][CH2:5]1.[ClH:34].C(OCC)C. The catalyst class is: 5. (3) Reactant: [CH3:1][C:2]1[CH:7]=[C:6]([N:8]2[CH2:12][CH2:11][C@H:10]([N:13]3[CH2:17][CH2:16][CH2:15][C@@H:14]3[CH3:18])[CH2:9]2)[CH:5]=[CH:4][C:3]=1[NH2:19].[CH3:20][O:21][C:22]([C:24]1([CH2:30][CH:31]=O)[CH2:29][CH2:28][O:27][CH2:26][CH2:25]1)=[O:23].C(O)(=O)C.[BH-](OC(C)=O)(OC(C)=O)OC(C)=O.[Na+].N.CO. Product: [NH3:8].[CH3:20][OH:21].[CH3:20][O:21][C:22]([C:24]1([CH2:30][CH2:31][NH:19][C:3]2[CH:4]=[CH:5][C:6]([N:8]3[CH2:12][CH2:11][C@H:10]([N:13]4[CH2:17][CH2:16][CH2:15][C@@H:14]4[CH3:18])[CH2:9]3)=[CH:7][C:2]=2[CH3:1])[CH2:25][CH2:26][O:27][CH2:28][CH2:29]1)=[O:23]. The catalyst class is: 279. (4) Reactant: [Cl:1][C:2]1[CH:3]=[C:4]([C:10]2([C:27]([F:30])([F:29])[F:28])[CH2:14][CH2:13][N:12]([C:15]3[N:20]=[C:19]([C:21]([F:24])([F:23])[F:22])[C:18]([CH2:25]O)=[CH:17][N:16]=3)[CH2:11]2)[CH:5]=[C:6]([Cl:9])[C:7]=1[Cl:8].O1CCCC1.CS(Cl)(=O)=O.O.[NH3:42]. Product: [Cl:1][C:2]1[CH:3]=[C:4]([C:10]2([C:27]([F:30])([F:29])[F:28])[CH2:14][CH2:13][N:12]([C:15]3[N:20]=[C:19]([C:21]([F:24])([F:23])[F:22])[C:18]([CH2:25][NH2:42])=[CH:17][N:16]=3)[CH2:11]2)[CH:5]=[C:6]([Cl:9])[C:7]=1[Cl:8]. The catalyst class is: 5. (5) Reactant: [CH:1]([C:3]1[CH:4]=[CH:5][C:6]([O:13][CH3:14])=[C:7]([CH:12]=1)[C:8]([O:10][CH3:11])=[O:9])=[O:2].[BH4-].[Na+]. Product: [OH:2][CH2:1][C:3]1[CH:4]=[CH:5][C:6]([O:13][CH3:14])=[C:7]([CH:12]=1)[C:8]([O:10][CH3:11])=[O:9]. The catalyst class is: 5.